Dataset: Catalyst prediction with 721,799 reactions and 888 catalyst types from USPTO. Task: Predict which catalyst facilitates the given reaction. Reactant: [C:1]1([C@@H:7]([OH:9])[CH3:8])[CH:6]=[CH:5][CH:4]=[CH:3][CH:2]=1.C1(P(C2C=CC=CC=2)C2C=CC=CC=2)C=CC=CC=1.[N+:29]([C:32]1[CH:40]=[CH:39][C:35]([C:36](O)=[O:37])=[CH:34][CH:33]=1)([O-:31])=[O:30].COCCOC(N=NC(OCCOC)=O)=O. Product: [N+:29]([C:32]1[CH:33]=[CH:34][C:35]([C:36]([O:9][C@@H:7]([C:1]2[CH:6]=[CH:5][CH:4]=[CH:3][CH:2]=2)[CH3:8])=[O:37])=[CH:39][CH:40]=1)([O-:31])=[O:30].[C:1]1([C@@H:7]([OH:9])[CH3:8])[CH:6]=[CH:5][CH:4]=[CH:3][CH:2]=1. The catalyst class is: 46.